This data is from Full USPTO retrosynthesis dataset with 1.9M reactions from patents (1976-2016). The task is: Predict the reactants needed to synthesize the given product. (1) The reactants are: [C:1]([O:5][C:6]([N:8]1[C:17]2[C:12](=[CH:13][C:14]([O:18][CH2:19][CH2:20][CH2:21][CH2:22][CH2:23][CH2:24]Br)=[CH:15][CH:16]=2)[CH2:11][CH2:10][CH2:9]1)=[O:7])([CH3:4])([CH3:3])[CH3:2].[CH2:26]([NH:29][CH3:30])[CH:27]=[CH2:28]. Given the product [C:1]([O:5][C:6]([N:8]1[C:17]2[C:12](=[CH:13][C:14]([O:18][CH2:19][CH2:20][CH2:21][CH2:22][CH2:23][CH2:24][N:29]([CH2:26][CH:27]=[CH2:28])[CH3:30])=[CH:15][CH:16]=2)[CH2:11][CH2:10][CH2:9]1)=[O:7])([CH3:4])([CH3:3])[CH3:2], predict the reactants needed to synthesize it. (2) The reactants are: [CH3:1][C:2]1([CH3:21])[C:10]2[C:5](=[CH:6][CH:7]=[C:8]([CH3:11])[CH:9]=2)[N:4](COCC[Si](C)(C)C)[C:3]1=[O:20].[F-].C([N+](CCCC)(CCCC)CCCC)CCC. Given the product [CH3:1][C:2]1([CH3:21])[C:10]2[C:5](=[CH:6][CH:7]=[C:8]([CH3:11])[CH:9]=2)[NH:4][C:3]1=[O:20], predict the reactants needed to synthesize it. (3) Given the product [CH3:18][N:15]1[CH2:14][CH2:13][N:12]([C:8]2[C:6]3[CH2:7][C@H:2]([NH:1][S:38]([C:35]4[CH:34]=[CH:33][C:32]([N:26]5[CH2:31][CH2:30][O:29][CH2:28][CH2:27]5)=[CH:37][CH:36]=4)(=[O:39])=[O:40])[CH2:3][O:4][C:5]=3[CH:11]=[CH:10][CH:9]=2)[CH2:17][CH2:16]1, predict the reactants needed to synthesize it. The reactants are: [NH2:1][C@H:2]1[CH2:7][C:6]2[C:8]([N:12]3[CH2:17][CH2:16][N:15]([CH3:18])[CH2:14][CH2:13]3)=[CH:9][CH:10]=[CH:11][C:5]=2[O:4][CH2:3]1.C(N(CC)CC)C.[N:26]1([C:32]2[CH:37]=[CH:36][C:35]([S:38](Cl)(=[O:40])=[O:39])=[CH:34][CH:33]=2)[CH2:31][CH2:30][O:29][CH2:28][CH2:27]1. (4) The reactants are: C(N[CH:5]([CH3:7])[CH3:6])(C)C.[Li]CCCC.[C:13]1([CH2:19][C:20]#[N:21])[CH:18]=[CH:17][CH:16]=[CH:15][CH:14]=1.BrCC=C. Given the product [C:13]1([CH:19]([CH2:7][CH:5]=[CH2:6])[C:20]#[N:21])[CH:18]=[CH:17][CH:16]=[CH:15][CH:14]=1, predict the reactants needed to synthesize it.